This data is from Peptide-MHC class I binding affinity with 185,985 pairs from IEDB/IMGT. The task is: Regression. Given a peptide amino acid sequence and an MHC pseudo amino acid sequence, predict their binding affinity value. This is MHC class I binding data. (1) The peptide sequence is ISSGETRSF. The MHC is HLA-A03:01 with pseudo-sequence HLA-A03:01. The binding affinity (normalized) is 0.0847. (2) The peptide sequence is KRMMIRYCL. The MHC is HLA-B07:02 with pseudo-sequence HLA-B07:02. The binding affinity (normalized) is 0.0847. (3) The MHC is HLA-B15:03 with pseudo-sequence HLA-B15:03. The peptide sequence is SQVKCCHYF. The binding affinity (normalized) is 1.00. (4) The peptide sequence is QFIHFYREPV. The MHC is HLA-A24:02 with pseudo-sequence HLA-A24:02. The binding affinity (normalized) is 0. (5) The peptide sequence is AALDLSHFL. The MHC is HLA-B15:03 with pseudo-sequence HLA-B15:03. The binding affinity (normalized) is 0.167. (6) The peptide sequence is APTLHRLGI. The MHC is HLA-B15:01 with pseudo-sequence HLA-B15:01. The binding affinity (normalized) is 0.0847.